From a dataset of Reaction yield outcomes from USPTO patents with 853,638 reactions. Predict the reaction yield, written as a fraction of the theoretical maximum amount of product (1.0 means a 100% yield; for example, 0.34 means a 34% yield). (1) The reactants are [C:1](=[C:4]1[C:12]2[C:7](=[CH:8][CH:9]=[CH:10][C:11]=2[O:13][CH3:14])[NH:6][C:5]1=[O:15])([CH3:3])[CH3:2]. The catalyst is [Pd].C(O)C. The product is [CH:1]([CH:4]1[C:12]2[C:7](=[CH:8][CH:9]=[CH:10][C:11]=2[O:13][CH3:14])[NH:6][C:5]1=[O:15])([CH3:3])[CH3:2]. The yield is 0.790. (2) The yield is 0.700. The catalyst is O1CCOCC1.O.C1C=CC([P]([Pd]([P](C2C=CC=CC=2)(C2C=CC=CC=2)C2C=CC=CC=2)([P](C2C=CC=CC=2)(C2C=CC=CC=2)C2C=CC=CC=2)[P](C2C=CC=CC=2)(C2C=CC=CC=2)C2C=CC=CC=2)(C2C=CC=CC=2)C2C=CC=CC=2)=CC=1. The reactants are [C:1]([O:5][C:6](=[O:27])[NH:7][C@H:8]([CH2:23][CH:24]([CH3:26])[CH3:25])[C:9]([NH:11][C:12]1[CH:17]=[CH:16][C:15](Br)=[CH:14][C:13]=1[C:19]([F:22])([F:21])[F:20])=[O:10])([CH3:4])([CH3:3])[CH3:2].C(=O)([O-])[O-].[Cs+].[Cs+].[N:34]1[CH:39]=[CH:38][C:37](B(O)O)=[CH:36][CH:35]=1. The product is [C:1]([O:5][C:6](=[O:27])[NH:7][C@H:8]([CH2:23][CH:24]([CH3:26])[CH3:25])[C:9](=[O:10])[NH:11][C:12]1[CH:17]=[CH:16][C:15]([C:37]2[CH:38]=[CH:39][N:34]=[CH:35][CH:36]=2)=[CH:14][C:13]=1[C:19]([F:22])([F:21])[F:20])([CH3:4])([CH3:3])[CH3:2]. (3) The reactants are Br[C:2]1[CH:7]=[CH:6][C:5]([C:8](=[O:12])[C:9]#[C:10][CH3:11])=[CH:4][CH:3]=1.Br[C:14]1[CH:21]=[CH:20][C:17]([CH:18]=[O:19])=[CH:16][CH:15]=1.OCC1SC(B(O)O)=CC=1. No catalyst specified. The product is [C:8]([C:5]1[CH:6]=[CH:7][C:2]([C:14]2[CH:21]=[CH:20][C:17]([CH:18]=[O:19])=[CH:16][CH:15]=2)=[CH:3][CH:4]=1)(=[O:12])[C:9]#[C:10][CH3:11]. The yield is 0.580. (4) The reactants are [NH2:1][C:2]1([CH2:8][OH:9])[CH2:7][CH2:6][CH2:5][CH2:4][CH2:3]1.CCN(CC)CC.[CH3:17][O:18][C:19]1[CH:24]=[CH:23][C:22]([CH2:25][C:26](Cl)=[O:27])=[CH:21][CH:20]=1. The catalyst is C(Cl)Cl. The product is [OH:9][CH2:8][C:2]1([NH:1][C:26](=[O:27])[CH2:25][C:22]2[CH:23]=[CH:24][C:19]([O:18][CH3:17])=[CH:20][CH:21]=2)[CH2:7][CH2:6][CH2:5][CH2:4][CH2:3]1. The yield is 0.545.